From a dataset of NCI-60 drug combinations with 297,098 pairs across 59 cell lines. Regression. Given two drug SMILES strings and cell line genomic features, predict the synergy score measuring deviation from expected non-interaction effect. (1) Drug 1: COC1=CC(=CC(=C1O)OC)C2C3C(COC3=O)C(C4=CC5=C(C=C24)OCO5)OC6C(C(C7C(O6)COC(O7)C8=CC=CS8)O)O. Drug 2: C1=NC2=C(N=C(N=C2N1C3C(C(C(O3)CO)O)F)Cl)N. Cell line: SNB-19. Synergy scores: CSS=58.1, Synergy_ZIP=-7.30, Synergy_Bliss=-8.12, Synergy_Loewe=-6.60, Synergy_HSA=-3.42. (2) Drug 1: C1CCC(CC1)NC(=O)N(CCCl)N=O. Drug 2: CC1=C(C=C(C=C1)C(=O)NC2=CC(=CC(=C2)C(F)(F)F)N3C=C(N=C3)C)NC4=NC=CC(=N4)C5=CN=CC=C5. Cell line: SNB-75. Synergy scores: CSS=16.3, Synergy_ZIP=-6.45, Synergy_Bliss=0.791, Synergy_Loewe=-0.847, Synergy_HSA=-0.0703. (3) Drug 1: CC12CCC(CC1=CCC3C2CCC4(C3CC=C4C5=CN=CC=C5)C)O. Drug 2: CN1C2=C(C=C(C=C2)N(CCCl)CCCl)N=C1CCCC(=O)O.Cl. Cell line: K-562. Synergy scores: CSS=23.7, Synergy_ZIP=-5.57, Synergy_Bliss=-1.59, Synergy_Loewe=-7.16, Synergy_HSA=-3.11. (4) Drug 1: CC1OCC2C(O1)C(C(C(O2)OC3C4COC(=O)C4C(C5=CC6=C(C=C35)OCO6)C7=CC(=C(C(=C7)OC)O)OC)O)O. Drug 2: CN(C)C1=NC(=NC(=N1)N(C)C)N(C)C. Cell line: SK-OV-3. Synergy scores: CSS=6.30, Synergy_ZIP=-1.55, Synergy_Bliss=2.54, Synergy_Loewe=-13.8, Synergy_HSA=2.03. (5) Drug 1: CN(CC1=CN=C2C(=N1)C(=NC(=N2)N)N)C3=CC=C(C=C3)C(=O)NC(CCC(=O)O)C(=O)O. Drug 2: C(CN)CNCCSP(=O)(O)O. Cell line: HOP-92. Synergy scores: CSS=7.92, Synergy_ZIP=-2.12, Synergy_Bliss=2.72, Synergy_Loewe=-11.1, Synergy_HSA=0.629. (6) Drug 1: CN(C)N=NC1=C(NC=N1)C(=O)N. Drug 2: CC1=C(C(=O)C2=C(C1=O)N3CC4C(C3(C2COC(=O)N)OC)N4)N. Cell line: UO-31. Synergy scores: CSS=13.2, Synergy_ZIP=-6.23, Synergy_Bliss=-4.29, Synergy_Loewe=-2.57, Synergy_HSA=-1.42. (7) Drug 1: COC1=C(C=C2C(=C1)N=CN=C2NC3=CC(=C(C=C3)F)Cl)OCCCN4CCOCC4. Drug 2: CCC1(CC2CC(C3=C(CCN(C2)C1)C4=CC=CC=C4N3)(C5=C(C=C6C(=C5)C78CCN9C7C(C=CC9)(C(C(C8N6C)(C(=O)OC)O)OC(=O)C)CC)OC)C(=O)OC)O.OS(=O)(=O)O. Cell line: KM12. Synergy scores: CSS=48.1, Synergy_ZIP=-3.44, Synergy_Bliss=-1.49, Synergy_Loewe=2.94, Synergy_HSA=4.38.